This data is from Full USPTO retrosynthesis dataset with 1.9M reactions from patents (1976-2016). The task is: Predict the reactants needed to synthesize the given product. Given the product [NH:64]1[C:63]([C:59]2[CH:58]=[C:57]3[C:62](=[CH:61][CH:60]=2)[NH:54][N:55]=[C:56]3[C:87]2[CH:92]=[CH:91][CH:90]=[C:89]([O:93][CH2:34][CH2:33][N:28]3[CH2:27][CH2:32][NH:31][CH2:30][CH2:29]3)[CH:88]=2)=[N:67][CH:66]=[N:65]1, predict the reactants needed to synthesize it. The reactants are: C1(P(C2C=CC=CC=2)C2C=CC=CC=2)C=CC=CC=1.C(OC([CH:27]1[CH2:32][NH:31][CH2:30][CH2:29][N:28]1[CH:33](O)[CH3:34])=O)(C)(C)C.CCOC(/N=N/C(OCC)=O)=O.O1CCCCC1[N:54]1[C:62]2[C:57](=[CH:58][C:59]([C:63]3[N:67]=[CH:66][N:65](C(C4C=CC=CC=4)(C4C=CC=CC=4)C4C=CC=CC=4)[N:64]=3)=[CH:60][CH:61]=2)[C:56]([C:87]2[CH:88]=[C:89]([OH:93])[CH:90]=[CH:91][CH:92]=2)=[N:55]1.Cl.